Dataset: Forward reaction prediction with 1.9M reactions from USPTO patents (1976-2016). Task: Predict the product of the given reaction. (1) Given the reactants [F:1][C:2]1[CH:7]=[CH:6][CH:5]=[C:4]([F:8])[C:3]=1[N:9]=[C:10]=[O:11].Cl.[F:13][C:14]1[N:38]=[CH:37][C:17]2[N:18]=[CH:19][N:20]=[C:21]([NH:22][C:23]3[CH:28]=[CH:27][C:26]([O:29][CH:30]4[CH2:35][CH2:34][NH:33][CH2:32][CH2:31]4)=[C:25]([CH3:36])[CH:24]=3)[C:16]=2[CH:15]=1.CCN(CC)CC, predict the reaction product. The product is: [F:1][C:2]1[CH:7]=[CH:6][CH:5]=[C:4]([F:8])[C:3]=1[NH:9][C:10]([N:33]1[CH2:32][CH2:31][CH:30]([O:29][C:26]2[CH:27]=[CH:28][C:23]([NH:22][C:21]3[C:16]4[CH:15]=[C:14]([F:13])[N:38]=[CH:37][C:17]=4[N:18]=[CH:19][N:20]=3)=[CH:24][C:25]=2[CH3:36])[CH2:35][CH2:34]1)=[O:11]. (2) The product is: [C:1]([N:4]1[CH2:9][CH2:8][CH:7]([C:10]([N:12]2[CH2:17][CH2:16][C@@H:15]([N:18]([CH3:28])[C:19]([C:20]3[CH:25]=[CH:24][C:23]([C:37]4[CH:42]=[CH:41][CH:40]=[CH:39][CH:38]=4)=[CH:22][CH:21]=3)=[O:27])[C@H:14]([C:29]3[CH:34]=[CH:33][C:32]([Cl:35])=[C:31]([Cl:36])[CH:30]=3)[CH2:13]2)=[O:11])[CH2:6][CH2:5]1)(=[O:3])[CH3:2]. Given the reactants [C:1]([N:4]1[CH2:9][CH2:8][CH:7]([C:10]([N:12]2[CH2:17][CH2:16][C@@H:15]([N:18]([CH3:28])[C:19](=[O:27])[C:20]3[CH:25]=[CH:24][C:23](Br)=[CH:22][CH:21]=3)[C@H:14]([C:29]3[CH:34]=[CH:33][C:32]([Cl:35])=[C:31]([Cl:36])[CH:30]=3)[CH2:13]2)=[O:11])[CH2:6][CH2:5]1)(=[O:3])[CH3:2].[C:37]1(B(O)O)[CH:42]=[CH:41][CH:40]=[CH:39][CH:38]=1.C(=O)([O-])[O-].[K+].[K+], predict the reaction product. (3) Given the reactants [C:1]1([CH2:7][CH2:8][C:9]([NH:11][C:12]2[CH:13]=[C:14]([CH:29]=[CH:30][N:31]=2)[C:15]([NH:17][NH:18]C(OCC2C=CC=CC=2)=O)=[O:16])=[O:10])[CH:6]=[CH:5][CH:4]=[CH:3][CH:2]=1.CO, predict the reaction product. The product is: [NH:17]([C:15]([C:14]1[CH:29]=[CH:30][N:31]=[C:12]([NH:11][C:9](=[O:10])[CH2:8][CH2:7][C:1]2[CH:2]=[CH:3][CH:4]=[CH:5][CH:6]=2)[CH:13]=1)=[O:16])[NH2:18]. (4) Given the reactants [CH2:1]([N:3]([CH2:26][CH3:27])[C:4](=[O:25])[C:5]1[CH:10]=[CH:9][C:8]([CH2:11][N:12]2[C:20]3[CH2:19][CH2:18][NH:17][CH2:16][C:15]=3[C:14]([C:21]([F:24])([F:23])[F:22])=[N:13]2)=[CH:7][CH:6]=1)[CH3:2].[CH2:28]=O, predict the reaction product. The product is: [CH2:26]([N:3]([CH2:1][CH3:2])[C:4](=[O:25])[C:5]1[CH:10]=[CH:9][C:8]([CH2:11][N:12]2[C:20]3[CH2:19][CH2:18][N:17]([CH3:28])[CH2:16][C:15]=3[C:14]([C:21]([F:24])([F:23])[F:22])=[N:13]2)=[CH:7][CH:6]=1)[CH3:27].